From a dataset of Reaction yield outcomes from USPTO patents with 853,638 reactions. Predict the reaction yield, written as a fraction of the theoretical maximum amount of product (1.0 means a 100% yield; for example, 0.34 means a 34% yield). The reactants are [CH:1]1([CH2:4][C:5](=O)[CH3:6])[CH2:3][CH2:2]1.[NH3:8].[Cl-].[NH4+:10].[C-:11]#N.[K+]. The catalyst is C(O)C. The product is [NH2:8][C:5]([CH3:6])([CH2:4][CH:1]1[CH2:3][CH2:2]1)[C:11]#[N:10]. The yield is 0.630.